Dataset: Catalyst prediction with 721,799 reactions and 888 catalyst types from USPTO. Task: Predict which catalyst facilitates the given reaction. Reactant: [Br:1][C:2]1[N:7]=[CH:6][C:5]([OH:8])=[CH:4][CH:3]=1.I[CH2:10][CH3:11].C(=O)([O-])[O-].[K+].[K+].CN(C=O)C. Product: [Br:1][C:2]1[CH:3]=[CH:4][C:5]([O:8][CH2:10][CH3:11])=[CH:6][N:7]=1. The catalyst class is: 6.